From a dataset of Full USPTO retrosynthesis dataset with 1.9M reactions from patents (1976-2016). Predict the reactants needed to synthesize the given product. Given the product [N:14]1[C:23]2[C:18](=[CH:19][N:20]=[CH:21][CH:22]=2)[CH:17]=[CH:16][C:15]=1[C:9]([O:11][CH2:12][CH3:13])=[O:10], predict the reactants needed to synthesize it. The reactants are: C(N(CC)CC)C.Cl[C:9]([O:11][CH2:12][CH3:13])=[O:10].[N:14]1[C:23]2[C:18](=[CH:19][N:20]=[CH:21][CH:22]=2)[CH:17]=[CH:16][C:15]=1C(O)=O.